From a dataset of NCI-60 drug combinations with 297,098 pairs across 59 cell lines. Regression. Given two drug SMILES strings and cell line genomic features, predict the synergy score measuring deviation from expected non-interaction effect. (1) Drug 1: CC12CCC(CC1=CCC3C2CCC4(C3CC=C4C5=CN=CC=C5)C)O. Drug 2: C1=CC(=CC=C1CCC2=CNC3=C2C(=O)NC(=N3)N)C(=O)NC(CCC(=O)O)C(=O)O. Cell line: SN12C. Synergy scores: CSS=35.1, Synergy_ZIP=4.31, Synergy_Bliss=7.01, Synergy_Loewe=3.58, Synergy_HSA=7.69. (2) Drug 1: COC1=C(C=C2C(=C1)N=CN=C2NC3=CC(=C(C=C3)F)Cl)OCCCN4CCOCC4. Drug 2: C1=CC=C(C=C1)NC(=O)CCCCCCC(=O)NO. Cell line: CAKI-1. Synergy scores: CSS=53.6, Synergy_ZIP=-6.17, Synergy_Bliss=-3.58, Synergy_Loewe=-0.335, Synergy_HSA=0.469. (3) Drug 1: CS(=O)(=O)C1=CC(=C(C=C1)C(=O)NC2=CC(=C(C=C2)Cl)C3=CC=CC=N3)Cl. Drug 2: CC1=C(N=C(N=C1N)C(CC(=O)N)NCC(C(=O)N)N)C(=O)NC(C(C2=CN=CN2)OC3C(C(C(C(O3)CO)O)O)OC4C(C(C(C(O4)CO)O)OC(=O)N)O)C(=O)NC(C)C(C(C)C(=O)NC(C(C)O)C(=O)NCCC5=NC(=CS5)C6=NC(=CS6)C(=O)NCCC[S+](C)C)O. Cell line: CCRF-CEM. Synergy scores: CSS=5.18, Synergy_ZIP=-4.12, Synergy_Bliss=-8.24, Synergy_Loewe=-8.78, Synergy_HSA=-8.67. (4) Drug 1: C1CCC(C1)C(CC#N)N2C=C(C=N2)C3=C4C=CNC4=NC=N3. Drug 2: CC1C(C(CC(O1)OC2CC(OC(C2O)C)OC3=CC4=CC5=C(C(=O)C(C(C5)C(C(=O)C(C(C)O)O)OC)OC6CC(C(C(O6)C)O)OC7CC(C(C(O7)C)O)OC8CC(C(C(O8)C)O)(C)O)C(=C4C(=C3C)O)O)O)O. Cell line: SK-MEL-5. Synergy scores: CSS=-4.96, Synergy_ZIP=30.9, Synergy_Bliss=27.4, Synergy_Loewe=7.99, Synergy_HSA=9.19. (5) Drug 1: C1CC(=O)NC(=O)C1N2CC3=C(C2=O)C=CC=C3N. Drug 2: CC(C1=C(C=CC(=C1Cl)F)Cl)OC2=C(N=CC(=C2)C3=CN(N=C3)C4CCNCC4)N. Cell line: MDA-MB-435. Synergy scores: CSS=8.33, Synergy_ZIP=-4.36, Synergy_Bliss=-1.85, Synergy_Loewe=-4.18, Synergy_HSA=-4.71. (6) Drug 1: CC(C1=C(C=CC(=C1Cl)F)Cl)OC2=C(N=CC(=C2)C3=CN(N=C3)C4CCNCC4)N. Drug 2: CC1=C(N=C(N=C1N)C(CC(=O)N)NCC(C(=O)N)N)C(=O)NC(C(C2=CN=CN2)OC3C(C(C(C(O3)CO)O)O)OC4C(C(C(C(O4)CO)O)OC(=O)N)O)C(=O)NC(C)C(C(C)C(=O)NC(C(C)O)C(=O)NCCC5=NC(=CS5)C6=NC(=CS6)C(=O)NCCC[S+](C)C)O. Synergy scores: CSS=1.89, Synergy_ZIP=-2.96, Synergy_Bliss=-5.55, Synergy_Loewe=-7.26, Synergy_HSA=-5.70. Cell line: SNB-75. (7) Drug 1: C1C(C(OC1N2C=C(C(=O)NC2=O)F)CO)O. Drug 2: CCN(CC)CCNC(=O)C1=C(NC(=C1C)C=C2C3=C(C=CC(=C3)F)NC2=O)C. Cell line: NCI-H322M. Synergy scores: CSS=-3.77, Synergy_ZIP=0.605, Synergy_Bliss=-4.94, Synergy_Loewe=-7.20, Synergy_HSA=-7.84. (8) Cell line: SNB-19. Synergy scores: CSS=-3.09, Synergy_ZIP=0.448, Synergy_Bliss=-0.987, Synergy_Loewe=-2.25, Synergy_HSA=-2.25. Drug 1: C1CCN(CC1)CCOC2=CC=C(C=C2)C(=O)C3=C(SC4=C3C=CC(=C4)O)C5=CC=C(C=C5)O. Drug 2: CS(=O)(=O)C1=CC(=C(C=C1)C(=O)NC2=CC(=C(C=C2)Cl)C3=CC=CC=N3)Cl. (9) Drug 2: C1=NC2=C(N1)C(=S)N=CN2. Synergy scores: CSS=24.8, Synergy_ZIP=-14.9, Synergy_Bliss=-14.1, Synergy_Loewe=-14.1, Synergy_HSA=-12.1. Drug 1: C1=CC(=CC=C1CC(C(=O)O)N)N(CCCl)CCCl.Cl. Cell line: U251. (10) Drug 1: C1CNP(=O)(OC1)N(CCCl)CCCl. Drug 2: C(CN)CNCCSP(=O)(O)O. Cell line: OVCAR3. Synergy scores: CSS=-8.83, Synergy_ZIP=11.2, Synergy_Bliss=7.20, Synergy_Loewe=-17.0, Synergy_HSA=-18.2.